This data is from NCI-60 drug combinations with 297,098 pairs across 59 cell lines. The task is: Regression. Given two drug SMILES strings and cell line genomic features, predict the synergy score measuring deviation from expected non-interaction effect. (1) Drug 1: CCCS(=O)(=O)NC1=C(C(=C(C=C1)F)C(=O)C2=CNC3=C2C=C(C=N3)C4=CC=C(C=C4)Cl)F. Drug 2: CC1=C2C(C(=O)C3(C(CC4C(C3C(C(C2(C)C)(CC1OC(=O)C(C(C5=CC=CC=C5)NC(=O)OC(C)(C)C)O)O)OC(=O)C6=CC=CC=C6)(CO4)OC(=O)C)O)C)O. Cell line: TK-10. Synergy scores: CSS=14.0, Synergy_ZIP=-3.70, Synergy_Bliss=3.10, Synergy_Loewe=-11.3, Synergy_HSA=2.69. (2) Drug 1: CC1=C2C(C(=O)C3(C(CC4C(C3C(C(C2(C)C)(CC1OC(=O)C(C(C5=CC=CC=C5)NC(=O)OC(C)(C)C)O)O)OC(=O)C6=CC=CC=C6)(CO4)OC(=O)C)OC)C)OC. Drug 2: C1=NC2=C(N1)C(=S)N=C(N2)N. Cell line: SK-MEL-2. Synergy scores: CSS=57.7, Synergy_ZIP=-1.17, Synergy_Bliss=0.174, Synergy_Loewe=-7.54, Synergy_HSA=2.46.